Dataset: Forward reaction prediction with 1.9M reactions from USPTO patents (1976-2016). Task: Predict the product of the given reaction. (1) Given the reactants FC(F)(F)S(O[C:7]1[C:12]([N+:13]([O-:15])=[O:14])=[CH:11][C:10]([Cl:16])=[CH:9][C:8]=1[C:17]1[CH2:22][CH2:21][CH2:20][CH2:19][CH:18]=1)(=O)=O.[C:25]1(B(O)O)[CH:30]=[CH:29][CH:28]=[CH:27][CH:26]=1, predict the reaction product. The product is: [Cl:16][C:10]1[CH:11]=[C:12]([N+:13]([O-:15])=[O:14])[C:7]([C:25]2[CH:30]=[CH:29][CH:28]=[CH:27][CH:26]=2)=[C:8]([C:17]2[CH2:22][CH2:21][CH2:20][CH2:19][CH:18]=2)[CH:9]=1. (2) Given the reactants [C:1]([C:4]1[CH:13]=[CH:12][C:11]([O:14][CH2:15][C:16]2[CH:21]=[CH:20][CH:19]=[CH:18][CH:17]=2)=[C:10]2[C:5]=1[CH:6]=[CH:7][C:8](=[O:22])[NH:9]2)(=[O:3])[CH3:2].B(F)(F)F.[Br:27]Br.C(=O)([O-])[O-].[K+].[K+], predict the reaction product. The product is: [Br:27][CH2:2][C:1]([C:4]1[CH:13]=[CH:12][C:11]([O:14][CH2:15][C:16]2[CH:21]=[CH:20][CH:19]=[CH:18][CH:17]=2)=[C:10]2[C:5]=1[CH:6]=[CH:7][C:8](=[O:22])[NH:9]2)=[O:3]. (3) Given the reactants [F:1][C:2]1([F:37])[CH2:7][CH2:6][N:5]([CH2:8][CH2:9][O:10][C:11]2[CH:16]=[CH:15][N:14]3[N:17]=[C:18]([CH3:36])[C:19]([C:20]4[S:21][C:22]([C:31]5[N:35]=[CH:34][NH:33][N:32]=5)=[C:23]([C:25]5[CH:30]=[CH:29][CH:28]=[CH:27][CH:26]=5)[N:24]=4)=[C:13]3[CH:12]=2)[CH2:4][CH2:3]1.O.[C:39]1([CH3:49])[CH:44]=[CH:43][C:42]([S:45]([OH:48])(=[O:47])=[O:46])=[CH:41][CH:40]=1, predict the reaction product. The product is: [C:39]1([CH3:49])[CH:40]=[CH:41][C:42]([S:45]([OH:48])(=[O:46])=[O:47])=[CH:43][CH:44]=1.[C:39]1([CH3:49])[CH:40]=[CH:41][C:42]([S:45]([OH:48])(=[O:46])=[O:47])=[CH:43][CH:44]=1.[F:37][C:2]1([F:1])[CH2:3][CH2:4][N:5]([CH2:8][CH2:9][O:10][C:11]2[CH:16]=[CH:15][N:14]3[N:17]=[C:18]([CH3:36])[C:19]([C:20]4[S:21][C:22]([C:31]5[N:35]=[CH:34][NH:33][N:32]=5)=[C:23]([C:25]5[CH:30]=[CH:29][CH:28]=[CH:27][CH:26]=5)[N:24]=4)=[C:13]3[CH:12]=2)[CH2:6][CH2:7]1. (4) Given the reactants [C:1]([CH:18]([CH2:22]CCCN)C(O)=O)([O:3][CH2:4][CH:5]1C2C(=CC=CC=2)C2C1=CC=CC=2)=[O:2].C(OC(NCC[CH2:35][C:36]([O:38][CH2:39][CH3:40])=[O:37])=O)C.C[N:42](C1C=CC=CN=1)C, predict the reaction product. The product is: [CH2:39]([O:38][C:36]([CH2:35][NH:42][CH2:22][CH2:18][C:1]([O:3][CH2:4][CH3:5])=[O:2])=[O:37])[CH3:40]. (5) Given the reactants [O:1]1CCO[CH:2]1[CH2:6][CH2:7][C:8]1[C:9]([Cl:27])=[C:10]2[CH:16]=[CH:15][N:14]([S:17]([C:20]3[CH:26]=[CH:25][C:23]([CH3:24])=[CH:22][CH:21]=3)(=[O:19])=[O:18])[C:11]2=[N:12][CH:13]=1.Cl.C([O-])(O)=O.[Na+].C1(C)C=CC(S([O-])(=O)=O)=CC=1.[NH+]1C=CC=CC=1, predict the reaction product. The product is: [Cl:27][C:9]1[C:8]([CH2:7][CH2:6][CH:2]=[O:1])=[CH:13][N:12]=[C:11]2[N:14]([S:17]([C:20]3[CH:21]=[CH:22][C:23]([CH3:24])=[CH:25][CH:26]=3)(=[O:19])=[O:18])[CH:15]=[CH:16][C:10]=12. (6) Given the reactants [CH3:1][O:2][C:3](=[O:29])[CH2:4][C@H:5]1[C:9]2[CH:10]=[CH:11][C:12]([O:14][C@H:15]3[C:23]4[C:18](=[C:19](Br)[C:20]([C:24]([F:27])([F:26])[F:25])=[CH:21][CH:22]=4)[CH2:17][CH2:16]3)=[CH:13][C:8]=2[O:7][CH2:6]1.[CH3:30][S:31][C:32]1[CH:39]=[CH:38][C:35]([CH2:36]Br)=[CH:34][CH:33]=1, predict the reaction product. The product is: [CH3:1][O:2][C:3](=[O:29])[CH2:4][C@H:5]1[C:9]2[CH:10]=[CH:11][C:12]([O:14][C@H:15]3[C:23]4[C:18](=[C:19]([CH2:36][C:35]5[CH:38]=[CH:39][C:32]([S:31][CH3:30])=[CH:33][CH:34]=5)[C:20]([C:24]([F:27])([F:26])[F:25])=[CH:21][CH:22]=4)[CH2:17][CH2:16]3)=[CH:13][C:8]=2[O:7][CH2:6]1. (7) The product is: [CH:14]1([CH:18]([C:20]2[CH:21]=[CH:22][CH:23]=[CH:24][CH:25]=2)[NH:19][C:11]([C:8]2[CH:9]=[C:10]3[C:5](=[CH:6][CH:7]=2)[NH:4][N:3]=[C:2]3[I:1])=[O:13])[CH2:15][CH2:16][CH2:17]1. Given the reactants [I:1][C:2]1[C:10]2[C:5](=[CH:6][CH:7]=[C:8]([C:11]([OH:13])=O)[CH:9]=2)[NH:4][N:3]=1.[CH:14]1([CH:18]([C:20]2[CH:25]=[CH:24][CH:23]=[CH:22][CH:21]=2)[NH2:19])[CH2:17][CH2:16][CH2:15]1, predict the reaction product. (8) The product is: [Cl:16][C:11]1[C:12]2[O:13][C:5]3[CH:4]=[CH:3][C:2]([CH3:1])=[CH:15][C:6]=3[C:7]=2[N:8]=[CH:9][N:10]=1. Given the reactants [CH3:1][C:2]1[CH:3]=[CH:4][C:5]2[O:13][C:12]3[C:11](=O)[NH:10][CH:9]=[N:8][C:7]=3[C:6]=2[CH:15]=1.[Cl:16]C1C2OC3C=CC(Cl)=CC=3C=2N=CN=1, predict the reaction product.